Dataset: NCI-60 drug combinations with 297,098 pairs across 59 cell lines. Task: Regression. Given two drug SMILES strings and cell line genomic features, predict the synergy score measuring deviation from expected non-interaction effect. (1) Drug 2: C(CN)CNCCSP(=O)(O)O. Cell line: HS 578T. Drug 1: COC1=CC(=CC(=C1O)OC)C2C3C(COC3=O)C(C4=CC5=C(C=C24)OCO5)OC6C(C(C7C(O6)COC(O7)C8=CC=CS8)O)O. Synergy scores: CSS=25.3, Synergy_ZIP=-1.95, Synergy_Bliss=4.14, Synergy_Loewe=-6.20, Synergy_HSA=4.37. (2) Drug 1: CS(=O)(=O)C1=CC(=C(C=C1)C(=O)NC2=CC(=C(C=C2)Cl)C3=CC=CC=N3)Cl. Drug 2: CC12CCC3C(C1CCC2=O)CC(=C)C4=CC(=O)C=CC34C. Cell line: TK-10. Synergy scores: CSS=41.1, Synergy_ZIP=0.879, Synergy_Bliss=-0.672, Synergy_Loewe=-0.573, Synergy_HSA=-0.704. (3) Drug 1: CC(CN1CC(=O)NC(=O)C1)N2CC(=O)NC(=O)C2. Drug 2: C1C(C(OC1N2C=NC(=NC2=O)N)CO)O. Cell line: T-47D. Synergy scores: CSS=5.88, Synergy_ZIP=0.147, Synergy_Bliss=4.51, Synergy_Loewe=-0.447, Synergy_HSA=-0.506. (4) Drug 1: C1=CN(C=N1)CC(O)(P(=O)(O)O)P(=O)(O)O. Drug 2: CC1CCCC2(C(O2)CC(NC(=O)CC(C(C(=O)C(C1O)C)(C)C)O)C(=CC3=CSC(=N3)C)C)C. Cell line: NCIH23. Synergy scores: CSS=35.6, Synergy_ZIP=3.00, Synergy_Bliss=-0.166, Synergy_Loewe=-32.9, Synergy_HSA=-3.31. (5) Drug 1: CCCS(=O)(=O)NC1=C(C(=C(C=C1)F)C(=O)C2=CNC3=C2C=C(C=N3)C4=CC=C(C=C4)Cl)F. Drug 2: CN1C2=C(C=C(C=C2)N(CCCl)CCCl)N=C1CCCC(=O)O.Cl. Synergy scores: CSS=2.52, Synergy_ZIP=-0.497, Synergy_Bliss=0.356, Synergy_Loewe=-0.314, Synergy_HSA=0.456. Cell line: SF-295. (6) Drug 1: C1=NC2=C(N=C(N=C2N1C3C(C(C(O3)CO)O)F)Cl)N. Drug 2: C1=NC(=NC(=O)N1C2C(C(C(O2)CO)O)O)N. Cell line: OVCAR-8. Synergy scores: CSS=65.3, Synergy_ZIP=-1.24, Synergy_Bliss=-0.726, Synergy_Loewe=3.94, Synergy_HSA=5.92.